Dataset: Experimentally validated miRNA-target interactions with 360,000+ pairs, plus equal number of negative samples. Task: Binary Classification. Given a miRNA mature sequence and a target amino acid sequence, predict their likelihood of interaction. (1) The miRNA is hsa-miR-653-3p with sequence UUCACUGGAGUUUGUUUCAAUA. The protein sequence of the target gene is MSLRLDTTPSCNSARPLHALQVLLLLSLLLTALASSTKGQTKRNLAKGKEESLDSDLYAELRCMCIKTTSGIHPKNIQSLEVIGKGTHCNQVEVIATLKDGRKICLDPDAPRIKKIVQKKLAGDESAD. Result: 0 (no interaction). (2) The miRNA is hsa-miR-222-3p with sequence AGCUACAUCUGGCUACUGGGU. The protein sequence of the target gene is MARFWVCVAGAGFFLAFLVLHSRFCGSPVLRNFTFAVSWRTEKILYRLDVGWPKHPEYFTGTTFCVAVDSLNGLVYIGQRGDNIPKILVFTEDGYFLRAWNYTVDTPHGIFAASTLYEQSVWITDVGSGFFGHTVKKYSSFGDLVQVLGTPGKKGTSLNPLQFDNPAELYVEDTGDIYIVDGDGGLNNRLIKLSQDFMILWLHGENGTGPAKFNIPHSVTLDSAGRVWVADRGNKRIQVFDKDTGEWLGAWNNCFTEEGPSSVRFTPDGKYLIVAQLNLSRLSVVAAPPVGSIGECSVIS.... Result: 0 (no interaction). (3) The miRNA is hsa-miR-6511a-5p with sequence CAGGCAGAAGUGGGGCUGACAGG. The protein sequence of the target gene is MLANSASVRILIKGGKVVNDDCTHEADVYIENGIIQQVGRELMIPGGAKVIDATGKLVIPGGIDTSTHFHQTFMNATCVDDFYHGTKAALVGGTTMIIGHVLPDKETSLVDAYEKCRGLADPKVCCDYALHVGITWWAPKVKAEMETLVREKGVNSFQMFMTYKDLYMLRDSELYQVLHACKDIGAIARVHAENGELVAEGAKEALDLGITGPEGIEISRPEELEAEATHRVITIANRTHCPIYLVNVSSISAGDVIAAAKMQGKVVLAETTTAHATLTGLHYYHQDWSHAAAYVTVPPL.... Result: 1 (interaction). (4) The protein sequence of the target gene is MQRLQVVLGHLRGPADSGWMPQAAPCLSGAPQASAADVVVVHGRRTAICRAGRGGFKDTTPDELLSAVMTAVLKDVNLRPEQLGDICVGNVLQPGAGAIMARIAQFLSDIPETVPLSTVNRQCSSGLQAVASIAGGIRNGSYDIGMACGVESMSLADRGNPGNITSRLMEKEKARDCLIPMGITSENVAERFGISREKQDTFALASQQKAARAQSKGCFQAEIVPVTTTVHDDKGTKRSITVTQDEGIRPSTTMEGLAKLKPAFKKDGSTTAGNSSQVSDGAAAILLARRSKAEELGLPI.... The miRNA is hsa-miR-92a-3p with sequence UAUUGCACUUGUCCCGGCCUGU. Result: 1 (interaction). (5) The miRNA is hsa-miR-4760-5p with sequence UUUAGAUUGAACAUGAAGUUAG. The protein sequence of the target gene is MSLLNCENSCASSQSSSDCCAAMANSCSAAMKDDSVSGCVSTGNLSSSFMEEIQGYDVEFDPPLESKYECPICLMALREAVQTPCGHRFCKACITKSIRDAGHKCPVDNEILLENQLFPDNFAKREILSLTVKCPNKGCVQKMELRHLEDHQVHCEFALVICPQCQRFFQKCQINKHIIEDCPRRQVSCVNCAVPMPYEEKEIHDQSCPLANIICEYCGTILIREQMPNHYDLDCPTAPVPCTFSVFGCHEKMQRNHLARHLQENTQLHMRLLAQAVHNVNLSLRPCDASSPSRGCRPED.... Result: 0 (no interaction). (6) The protein sequence of the target gene is MPPPADIVKVAIEWPGAYPKLMEIDQKKPLSAIIKEVCDGWSLANHEYFALQHADSSNFYITEKNRNEIKNGTILRLTTSPAQNAQQLHERIQSSSMDAKLEALKDLASLSRDVTFAQEFINLDGISLLTQMVESGTERYQKLQKIMKPCFGDMLSFTLTAFVELMDHGIVSWDTFSVAFIKKIASFVNKSAIDISILQRSLAILESMVLNSHDLYQKVAQEITIGQLIPHLQGSDQEIQTYTIAVINALFLKAPDERRQEMANILAQKQLRSIILTHVIRAQRAINNEMAHQLYVLQVL.... Result: 1 (interaction). The miRNA is hsa-miR-548o-3p with sequence CCAAAACUGCAGUUACUUUUGC.